Dataset: Forward reaction prediction with 1.9M reactions from USPTO patents (1976-2016). Task: Predict the product of the given reaction. (1) Given the reactants C([O:3][C:4](=[O:33])[CH2:5][NH:6][C:7]([C:9]1[C:14](=[O:15])[N:13]([CH2:16][C:17]2[CH:22]=[CH:21][CH:20]=[CH:19][C:18]=2[C:23]([F:26])([F:25])[F:24])[C:12]([OH:27])=[C:11]([C:28](OC)=[O:29])[C:10]=1[OH:32])=[O:8])C.[CH:34]1([NH2:40])[CH2:39][CH2:38][CH2:37][CH2:36][CH2:35]1, predict the reaction product. The product is: [CH:34]1([NH:40][C:28]([C:11]2[C:10]([OH:32])=[C:9]([C:7]([NH:6][CH2:5][C:4]([OH:3])=[O:33])=[O:8])[C:14](=[O:15])[N:13]([CH2:16][C:17]3[CH:22]=[CH:21][CH:20]=[CH:19][C:18]=3[C:23]([F:25])([F:24])[F:26])[C:12]=2[OH:27])=[O:29])[CH2:39][CH2:38][CH2:37][CH2:36][CH2:35]1. (2) Given the reactants [NH2:1][C:2]1[CH:10]=[CH:9][CH:8]=[C:7]([F:11])[C:3]=1[C:4]([OH:6])=O.N1[CH:16]=[CH:15]N=C1.C(Cl)(=O)C.Cl.[NH2:22][CH:23]1[CH2:28][CH2:27][C:26](=[O:29])[NH:25][C:24]1=[O:30].P(OC1C=CC=CC=1)(OC1C=CC=CC=1)OC1C=CC=CC=1, predict the reaction product. The product is: [F:11][C:7]1[CH:8]=[CH:9][CH:10]=[C:2]2[C:3]=1[C:4](=[O:6])[N:22]([CH:23]1[CH2:28][CH2:27][C:26](=[O:29])[NH:25][C:24]1=[O:30])[C:15]([CH3:16])=[N:1]2. (3) Given the reactants [CH2:1]([O:3][C:4]([NH:6][CH2:7][CH2:8][C:9]([O:11][CH2:12][CH3:13])=[O:10])=[O:5])[CH3:2].[CH2:14](N(CC)CC)C.Cl[C:22]([O:24][CH2:25][CH3:26])=[O:23], predict the reaction product. The product is: [CH2:1]([O:3][C:4]([N:6]([CH2:14][C:22]([O:24][CH2:25][CH3:26])=[O:23])[CH2:7][CH2:8][C:9]([O:11][CH2:12][CH3:13])=[O:10])=[O:5])[CH3:2].